This data is from Reaction yield outcomes from USPTO patents with 853,638 reactions. The task is: Predict the reaction yield, written as a fraction of the theoretical maximum amount of product (1.0 means a 100% yield; for example, 0.34 means a 34% yield). (1) The reactants are F[P-](F)(F)(F)(F)F.N1(O[P+](N(C)C)(N(C)C)N(C)C)C2C=CC=CC=2N=N1.[NH2:28][C:29]1[CH:30]=[C:31]([CH:78]=[CH:79][CH:80]=1)[CH2:32][NH:33][C:34](=[O:77])[CH:35]([C:62]1[CH:76]=[CH:75][C:65]([CH2:66][N:67]([CH2:71][C:72](O)=[O:73])[C:68](=[O:70])[CH3:69])=[CH:64][CH:63]=1)[NH:36][C:37]1[CH:38]=[C:39]2[C:44](=[CH:45][CH:46]=1)[C:43]([N:47]([C:55]([O:57][C:58]([CH3:61])([CH3:60])[CH3:59])=[O:56])[C:48]([O:50][C:51]([CH3:54])([CH3:53])[CH3:52])=[O:49])=[N:42][CH:41]=[CH:40]2. The catalyst is C(Cl)Cl.CN(C=O)C. The product is [C:68]([N:67]1[CH2:66][C:65]2=[CH:64][CH:63]=[C:62]([CH:76]=[CH:75]2)[CH:35]([NH:36][C:37]2[CH:38]=[C:39]3[C:44](=[CH:45][CH:46]=2)[C:43]([N:47]([C:48]([O:50][C:51]([CH3:53])([CH3:54])[CH3:52])=[O:49])[C:55]([O:57][C:58]([CH3:60])([CH3:59])[CH3:61])=[O:56])=[N:42][CH:41]=[CH:40]3)[C:34](=[O:77])[NH:33][CH2:32][C:31]2[CH:30]=[C:29]([CH:80]=[CH:79][CH:78]=2)[NH:28][C:72](=[O:73])[CH2:71]1)(=[O:70])[CH3:69]. The yield is 0.540. (2) The reactants are [C:1]([C:5]1[NH:6][C:7]2[C:12]([CH:13]=1)=[C:11]([F:14])[CH:10]=[CH:9][CH:8]=2)([CH3:4])([CH3:3])[CH3:2].[N+:15]([O-])([O-:17])=[O:16].[K+].O. The catalyst is OS(O)(=O)=O. The product is [C:1]([C:5]1[NH:6][C:7]2[C:12]([CH:13]=1)=[C:11]([F:14])[C:10]([N+:15]([O-:17])=[O:16])=[CH:9][CH:8]=2)([CH3:4])([CH3:2])[CH3:3]. The yield is 0.730.